Dataset: Full USPTO retrosynthesis dataset with 1.9M reactions from patents (1976-2016). Task: Predict the reactants needed to synthesize the given product. (1) Given the product [CH2:1]([CH:8]1[N:15]([S:37]([C:35]2[CH:34]=[CH:33][CH:32]=[C:31]3[C:36]=2[N:27]=[CH:28][CH:29]=[CH:30]3)(=[O:38])=[O:39])[CH2:14][C:13]2[CH:16]=[CH:17][CH:18]=[CH:19][C:12]=2[CH2:11][CH2:10][CH2:9]1)[C:2]1[CH:3]=[CH:4][CH:5]=[CH:6][CH:7]=1, predict the reactants needed to synthesize it. The reactants are: [CH2:1]([CH:8]1[NH:15][CH2:14][C:13]2[CH:16]=[CH:17][CH:18]=[CH:19][C:12]=2[CH2:11][CH2:10][CH2:9]1)[C:2]1[CH:7]=[CH:6][CH:5]=[CH:4][CH:3]=1.CCN(CC)CC.[N:27]1[C:36]2[C:31](=[CH:32][CH:33]=[CH:34][C:35]=2[S:37](Cl)(=[O:39])=[O:38])[CH:30]=[CH:29][CH:28]=1. (2) Given the product [Br:18][CH:2]1[CH2:3][CH2:4][O:13][CH:12]([C:11]2[CH:6]=[CH:7][C:8]3[O:16][CH2:15][O:14][C:9]=3[CH:10]=2)[CH2:1]1, predict the reactants needed to synthesize it. The reactants are: [CH2:1](O)[CH2:2][CH:3]=[CH2:4].[CH:6]1[C:11]([CH:12]=[O:13])=[CH:10][C:9]2[O:14][CH2:15][O:16][C:8]=2[CH:7]=1.[Ga](Br)(Br)[Br:18]. (3) Given the product [F:1][C:2]1[CH:3]=[C:4]([CH:19]=[CH:20][C:21]=1[F:22])[CH2:5][NH:6][C:7](=[O:18])[C:8]1[CH:13]=[CH:12][CH:11]=[N:10][C:9]=1[NH:14][CH2:15][C:16]1[N:25]=[N:24][N:23]([C:26]2[CH:27]=[C:28]3[C:33](=[CH:34][CH:35]=2)[N:32]=[CH:31][N:30]=[C:29]3[NH:36][CH2:37][C:38]2[CH:43]=[CH:42][C:41]([O:44][CH3:45])=[CH:40][C:39]=2[O:46][CH3:47])[CH:17]=1, predict the reactants needed to synthesize it. The reactants are: [F:1][C:2]1[CH:3]=[C:4]([CH:19]=[CH:20][C:21]=1[F:22])[CH2:5][NH:6][C:7](=[O:18])[C:8]1[CH:13]=[CH:12][CH:11]=[N:10][C:9]=1[NH:14][CH2:15][C:16]#[CH:17].[N:23]([C:26]1[CH:27]=[C:28]2[C:33](=[CH:34][CH:35]=1)[N:32]=[CH:31][N:30]=[C:29]2[NH:36][CH2:37][C:38]1[CH:43]=[CH:42][C:41]([O:44][CH3:45])=[CH:40][C:39]=1[O:46][CH3:47])=[N+:24]=[N-:25].O=C1O[C@H]([C@H](CO)O)C([O-])=C1O.[Na+]. (4) Given the product [F:35][C:36]1[CH:41]=[CH:40][C:39]([CH:42]([C:49]2[CH:50]=[CH:51][C:52]([F:55])=[CH:53][CH:54]=2)[CH2:43][CH2:44][N:45]([CH:46]2[CH2:47][CH2:48]2)[C:19]([NH:1][C:2]2[S:3][C:4]([Cl:17])=[C:5]([C:7]3[CH:8]=[CH:9][C:10]([S:13]([NH2:16])(=[O:15])=[O:14])=[CH:11][CH:12]=3)[N:6]=2)=[O:20])=[CH:38][CH:37]=1, predict the reactants needed to synthesize it. The reactants are: [NH2:1][C:2]1[S:3][C:4]([Cl:17])=[C:5]([C:7]2[CH:12]=[CH:11][C:10]([S:13]([NH2:16])(=[O:15])=[O:14])=[CH:9][CH:8]=2)[N:6]=1.Cl[C:19](OC1C=CC=CC=1)=[O:20].CN1CCCC1.Cl.[F:35][C:36]1[CH:41]=[CH:40][C:39]([CH:42]([C:49]2[CH:54]=[CH:53][C:52]([F:55])=[CH:51][CH:50]=2)[CH2:43][CH2:44][NH:45][CH:46]2[CH2:48][CH2:47]2)=[CH:38][CH:37]=1. (5) Given the product [CH:3]#[C:4][CH2:5][NH:6][C@H:7]1[C:15]2[CH:14]=[CH:13][CH:12]=[CH:11][C:10]=2[CH2:9][CH2:8]1, predict the reactants needed to synthesize it. The reactants are: [OH-].[Na+].[CH:3]#[C:4][CH2:5][NH:6][C@H:7]1[C:15]2[C:10](=[CH:11][CH:12]=[CH:13][CH:14]=2)[CH2:9][CH2:8]1.[CH:3]#[C:4][CH2:5][NH:6][C@H:7]1[C:15]2[C:10](=[CH:11][CH:12]=[CH:13][CH:14]=2)[CH2:9][CH2:8]1.[C@H](O)(C(O)=O)[C@@H](O)C(O)=O.C1(C)C=CC=CC=1. (6) Given the product [CH2:1]([O:8][C:9](=[O:31])[C@@H:10]([NH:18][C:19](=[O:30])[C@@H:20]([NH:22][C:58]([C:50]1[N:49]([CH3:48])[C:57]2[C:52]([CH:51]=1)=[CH:53][CH:54]=[CH:55][CH:56]=2)=[O:60])[CH3:21])[CH2:11][C:12]1[CH:13]=[CH:14][CH:15]=[CH:16][CH:17]=1)[C:2]1[CH:3]=[CH:4][CH:5]=[CH:6][CH:7]=1, predict the reactants needed to synthesize it. The reactants are: [CH2:1]([O:8][C:9](=[O:31])[C@@H:10]([NH:18][C:19](=[O:30])[C@@H:20]([NH:22]C(OC(C)(C)C)=O)[CH3:21])[CH2:11][C:12]1[CH:17]=[CH:16][CH:15]=[CH:14][CH:13]=1)[C:2]1[CH:7]=[CH:6][CH:5]=[CH:4][CH:3]=1.FC(F)(F)C(O)=O.C(N(CC)C(C)C)(C)C.[CH3:48][N:49]1[C:57]2[C:52](=[CH:53][CH:54]=[CH:55][CH:56]=2)[CH:51]=[C:50]1[C:58]([OH:60])=O.CN(C(ON1N=NC2C=CC=NC1=2)=[N+](C)C)C.F[P-](F)(F)(F)(F)F. (7) Given the product [C:1]([C:4]1[CH:9]=[N:8][N:7]2[CH:10]=[C:11]([C:13]([O:15][CH2:16][CH3:17])=[O:14])[CH:12]=[C:6]2[C:5]=1[NH:21][C@@H:25]([CH:26]1[CH2:32][CH2:31]1)[CH3:27])(=[O:3])[NH2:2], predict the reactants needed to synthesize it. The reactants are: [C:1]([C:4]1[CH:9]=[N:8][N:7]2[CH:10]=[C:11]([C:13]([O:15][CH2:16][CH3:17])=[O:14])[CH:12]=[C:6]2[C:5]=1Cl)(=[O:3])[NH2:2].CC[N:21]([CH:25]([CH3:27])[CH3:26])C(C)C.O.CN1C(=O)C[CH2:32][CH2:31]1. (8) Given the product [CH3:1][O:2][C:3]1[CH:4]=[C:5]2[C:10](=[CH:11][C:12]=1[O:13][CH3:14])[N:9]=[CH:8][N:7]=[C:6]2[O:15][C:16]1[CH:22]=[CH:21][C:19]([NH:20][C:24](=[O:26])[O:41][CH:37]([CH2:36][CH3:35])[CH2:38][CH2:39][CH3:40])=[CH:18][CH:17]=1, predict the reactants needed to synthesize it. The reactants are: [CH3:1][O:2][C:3]1[CH:4]=[C:5]2[C:10](=[CH:11][C:12]=1[O:13][CH3:14])[N:9]=[CH:8][N:7]=[C:6]2[O:15][C:16]1[CH:22]=[CH:21][C:19]([NH2:20])=[CH:18][CH:17]=1.Cl[C:24](Cl)([O:26]C(=O)OC(Cl)(Cl)Cl)Cl.[CH3:35][CH2:36][CH:37]([OH:41])[CH2:38][CH2:39][CH3:40].C(=O)(O)[O-].[Na+]. (9) The reactants are: [CH3:1][O:2][C:3]1[CH:20]=[CH:19][C:6]([CH2:7][N:8]2[C:12]3[NH:13][CH2:14][CH2:15][CH2:16][C:17](=[O:18])[C:11]=3[CH:10]=[N:9]2)=[CH:5][CH:4]=1.[C:21]([O-:24])([O-])=O.[K+].[K+]. Given the product [CH3:1][O:2][C:3]1[CH:4]=[CH:5][C:6]([CH2:7][N:8]2[C:12]3[N:13]([CH2:20][CH:3]4[CH2:4][CH2:5][CH2:21][O:24]4)[CH2:14][CH2:15][CH2:16][C:17](=[O:18])[C:11]=3[CH:10]=[N:9]2)=[CH:19][CH:20]=1, predict the reactants needed to synthesize it.